Dataset: Full USPTO retrosynthesis dataset with 1.9M reactions from patents (1976-2016). Task: Predict the reactants needed to synthesize the given product. (1) The reactants are: [CH:1]([C@H:4]1[CH2:9][CH2:8][C@H:7]([NH:10][C:11]2[C:20]3[C:15](=[CH:16][CH:17]=[CH:18][CH:19]=3)[C:14]([CH2:21][C:22]3[CH:27]=[CH:26][N:25]=[C:24]([O:28]C)[CH:23]=3)=[N:13][N:12]=2)[CH2:6][CH2:5]1)([CH3:3])[CH3:2].C([O-])(O)=O.[Na+].O.CCOC(C)=O. Given the product [CH:1]([C@H:4]1[CH2:5][CH2:6][C@H:7]([NH:10][C:11]2[C:20]3[C:15](=[CH:16][CH:17]=[CH:18][CH:19]=3)[C:14]([CH2:21][C:22]3[CH:27]=[CH:26][N:25]=[C:24]([OH:28])[CH:23]=3)=[N:13][N:12]=2)[CH2:8][CH2:9]1)([CH3:3])[CH3:2], predict the reactants needed to synthesize it. (2) Given the product [Cl:27][CH2:26][CH2:25][CH2:24][CH2:23][N:11]1[CH:12]=[C:13]([C:16]2[C:17]([CH3:22])=[N:18][CH:19]=[CH:20][CH:21]=2)[C:14](=[O:15])[NH:9][C:10]1=[O:28], predict the reactants needed to synthesize it. The reactants are: C([N:9]1[C:14](=[O:15])[C:13]([C:16]2[C:17]([CH3:22])=[N:18][CH:19]=[CH:20][CH:21]=2)=[CH:12][N:11]([CH2:23][CH2:24][CH2:25][CH2:26][Cl:27])[C:10]1=[O:28])(=O)C1C=CC=CC=1. (3) Given the product [CH2:1]([N:8]([CH2:19][C:20]([N:22]([C:31]1[CH:32]=[CH:33][C:34]([OH:41])=[C:35]([CH:40]=1)[C:36]([OH:38])=[O:37])[CH2:23][C:24]1[CH:29]=[CH:28][C:27]([Cl:30])=[CH:26][CH:25]=1)=[O:21])[S:9]([C:12]1[CH:13]=[CH:14][C:15]([CH3:18])=[CH:16][CH:17]=1)(=[O:11])=[O:10])[C:2]1[CH:3]=[CH:4][CH:5]=[CH:6][CH:7]=1, predict the reactants needed to synthesize it. The reactants are: [CH2:1]([N:8]([CH2:19][C:20]([N:22]([C:31]1[CH:32]=[CH:33][C:34]([OH:41])=[C:35]([CH:40]=1)[C:36]([O:38]C)=[O:37])[CH2:23][C:24]1[CH:29]=[CH:28][C:27]([Cl:30])=[CH:26][CH:25]=1)=[O:21])[S:9]([C:12]1[CH:17]=[CH:16][C:15]([CH3:18])=[CH:14][CH:13]=1)(=[O:11])=[O:10])[C:2]1[CH:7]=[CH:6][CH:5]=[CH:4][CH:3]=1.C(N(C1C=CC(O)=C(C=1)C(O)=O)C(=O)CN(CC1C=CC=CC=1)S(C1C=CC(C)=CC=1)(=O)=O)C1C=CC=CC=1.C(#N)C. (4) The reactants are: [Mg].Br[C:3]1[CH:8]=[CH:7][CH:6]=[CH:5][C:4]=1[O:9][CH3:10].[Br:11][C:12]1[CH:19]=[CH:18][C:15]([CH:16]=[O:17])=[CH:14][CH:13]=1. Given the product [Br:11][C:12]1[CH:19]=[CH:18][C:15]([CH:16]([C:8]2[CH:7]=[CH:6][CH:5]=[C:4]([O:9][CH3:10])[CH:3]=2)[OH:17])=[CH:14][CH:13]=1, predict the reactants needed to synthesize it.